The task is: Predict the reaction yield, written as a fraction of the theoretical maximum amount of product (1.0 means a 100% yield; for example, 0.34 means a 34% yield).. This data is from Reaction yield outcomes from USPTO patents with 853,638 reactions. (1) The reactants are Cl[S:2]([C:5]1[CH:6]=[C:7]2[C:11](=[CH:12][CH:13]=1)[NH:10][C:9](=[O:14])[CH2:8]2)(=[O:4])=[O:3].[NH:15]1CCOCC1. The catalyst is ClCCl. The product is [NH2:15][S:2]([C:5]1[CH:6]=[C:7]2[C:11](=[CH:12][CH:13]=1)[NH:10][C:9](=[O:14])[CH2:8]2)(=[O:4])=[O:3]. The yield is 0.740. (2) The reactants are Cl[C:2]1[N:7]=[CH:6][N:5]=[C:4]2[NH:8][N:9]=[CH:10][C:3]=12.[NH:11]1[C:19]2[C:14](=[CH:15][C:16]([NH2:20])=[CH:17][CH:18]=2)[CH:13]=[N:12]1.C(O)C.Cl. The catalyst is O. The product is [NH:11]1[C:19]2[C:14](=[CH:15][C:16]([NH:20][C:2]3[N:7]=[CH:6][N:5]=[C:4]4[NH:8][N:9]=[CH:10][C:3]=34)=[CH:17][CH:18]=2)[CH:13]=[N:12]1. The yield is 0.920. (3) The reactants are [Br:1][C:2]1[CH:3]=[N:4][N:5]([C@@H:7]([CH:11]2[CH2:15][CH2:14][CH2:13][CH2:12]2)[CH2:8][CH:9]=O)[CH:6]=1.O1CCCC1.[OH-].[NH4+:22].II. The product is [Br:1][C:2]1[CH:3]=[N:4][N:5]([C@@H:7]([CH:11]2[CH2:15][CH2:14][CH2:13][CH2:12]2)[CH2:8][C:9]#[N:22])[CH:6]=1. The catalyst is O. The yield is 0.793. (4) The reactants are C1(C)C=CC(S([CH2:10][N+:11]#[C-:12])(=O)=O)=CC=1.CO.C[O-].[Na+].[CH:19]1[C:28]2[C:23](=[CH:24][C:25]([CH:29]=[O:30])=[CH:26][CH:27]=2)[CH:22]=[CH:21][N:20]=1. The catalyst is O. The product is [O:30]1[C:29]([C:25]2[CH:24]=[C:23]3[C:28](=[CH:27][CH:26]=2)[CH:19]=[N:20][CH:21]=[CH:22]3)=[CH:12][N:11]=[CH:10]1. The yield is 0.850. (5) The reactants are [O:1]=[C:2]1[CH2:7][CH2:6][N:5]([C:8]([O:10][C:11]([CH3:14])([CH3:13])[CH3:12])=[O:9])[CH2:4][CH2:3]1.N1CCCC1.O[C:21]1[CH:26]=[CH:25][CH:24]=[CH:23][C:22]=1[C:27](=[O:29])[CH3:28]. The catalyst is CO.CCCCCC. The product is [O:29]=[C:27]1[C:22]2[C:21](=[CH:26][CH:25]=[CH:24][CH:23]=2)[O:1][C:2]2([CH2:3][CH2:4][N:5]([C:8]([O:10][C:11]([CH3:14])([CH3:13])[CH3:12])=[O:9])[CH2:6][CH2:7]2)[CH2:28]1. The yield is 0.700. (6) The reactants are [CH2:1]([O:8][C:9]1[N:14]=[CH:13][C:12]([N:15]2[C:23]([C:24]([NH:26][CH3:27])=[O:25])=[C:22]3[C:17]([CH:18]=[C:19]([NH:31][S:32]([CH3:35])(=[O:34])=[O:33])[C:20]([CH:28]4[CH2:30][CH2:29]4)=[CH:21]3)=[N:16]2)=[CH:11][CH:10]=1)[C:2]1[CH:7]=[CH:6][CH:5]=[CH:4][CH:3]=1.[CH2:36](OC1N=CC(N)=CC=1)[C:37]1C=CC=CC=1.C(=O)([O-])[O-].[K+].[K+].BrCC. The catalyst is C(#N)C. The product is [CH2:1]([O:8][C:9]1[N:14]=[CH:13][C:12]([N:15]2[C:23]([C:24]([NH:26][CH3:27])=[O:25])=[C:22]3[C:17]([CH:18]=[C:19]([N:31]([CH2:36][CH3:37])[S:32]([CH3:35])(=[O:33])=[O:34])[C:20]([CH:28]4[CH2:29][CH2:30]4)=[CH:21]3)=[N:16]2)=[CH:11][CH:10]=1)[C:2]1[CH:7]=[CH:6][CH:5]=[CH:4][CH:3]=1. The yield is 0.800. (7) The reactants are [Cl:1][C:2]1[CH:19]=[CH:18][C:17]([I:20])=[CH:16][C:3]=1[CH2:4][N:5]1C(=O)C2=CC=CC=C2C1=O.NN. The catalyst is CCO. The product is [ClH:1].[Cl:1][C:2]1[CH:19]=[CH:18][C:17]([I:20])=[CH:16][C:3]=1[CH2:4][NH2:5]. The yield is 0.750. (8) The reactants are Cl[C:2]1[N:7]=[C:6]([NH:8][CH2:9][C:10]2[CH:15]=[CH:14][C:13]([F:16])=[CH:12][CH:11]=2)[CH:5]=[N:4][CH:3]=1.[N:17]1[C:21]2[CH:22]=[CH:23][CH:24]=[CH:25][C:20]=2[NH:19][CH:18]=1. No catalyst specified. The product is [N:17]1([C:2]2[N:7]=[C:6]([NH:8][CH2:9][C:10]3[CH:15]=[CH:14][C:13]([F:16])=[CH:12][CH:11]=3)[CH:5]=[N:4][CH:3]=2)[C:21]2[CH:22]=[CH:23][CH:24]=[CH:25][C:20]=2[N:19]=[CH:18]1. The yield is 0.530.